This data is from Peptide-MHC class I binding affinity with 185,985 pairs from IEDB/IMGT. The task is: Regression. Given a peptide amino acid sequence and an MHC pseudo amino acid sequence, predict their binding affinity value. This is MHC class I binding data. (1) The peptide sequence is DSPATLSAY. The MHC is HLA-A02:06 with pseudo-sequence HLA-A02:06. The binding affinity (normalized) is 0.0847. (2) The binding affinity (normalized) is 0.335. The peptide sequence is FTTNIWLKL. The MHC is HLA-A01:01 with pseudo-sequence HLA-A01:01. (3) The peptide sequence is ALYDVVSTL. The MHC is HLA-A02:02 with pseudo-sequence HLA-A02:02. The binding affinity (normalized) is 0.886. (4) The peptide sequence is VMAPRTLIL. The MHC is BoLA-AW10 with pseudo-sequence BoLA-AW10. The binding affinity (normalized) is 0.0641. (5) The peptide sequence is KLLVLLYAF. The MHC is Mamu-A02 with pseudo-sequence Mamu-A02. The binding affinity (normalized) is 0.365. (6) The peptide sequence is ALELGRKTL. The MHC is HLA-A69:01 with pseudo-sequence HLA-A69:01. The binding affinity (normalized) is 0.0847. (7) The peptide sequence is CPAVAVHDF. The MHC is HLA-A30:02 with pseudo-sequence HLA-A30:02. The binding affinity (normalized) is 0.